From a dataset of Reaction yield outcomes from USPTO patents with 853,638 reactions. Predict the reaction yield, written as a fraction of the theoretical maximum amount of product (1.0 means a 100% yield; for example, 0.34 means a 34% yield). The reactants are [ClH:1].FC1C=CC=C(F)C=1[C:5]([NH:7][C:8]1[CH:13]=[CH:12][C:11]([O:14][C:15]2[CH:20]=[CH:19][N:18]=[C:17]3[NH:21][C:22]([C:24]4C=NC=CC=4)=[CH:23][C:16]=23)=[C:10]([F:30])[CH:9]=1)=[O:6].Cl.FC1C=C(NC(=O)[CH2:66][C:67]([NH:69][C:70]2[CH:75]=[CH:74][C:73]([F:76])=[CH:72][CH:71]=2)=[O:68])C=CC=1OC1C2=C(C)C(OCCN3CCOCC3)=CN2N=CN=1.CN(C(ON1N=NC2C=CC=NC1=2)=[N+](C)C)C.F[P-](F)(F)(F)(F)F.CCN(C(C)C)C(C)C. The catalyst is CN(C=O)C. The product is [ClH:1].[F:30][C:10]1[CH:9]=[C:8]([NH:7][C:5](=[O:6])[CH2:66][C:67]([NH:69][C:70]2[CH:75]=[CH:74][C:73]([F:76])=[CH:72][CH:71]=2)=[O:68])[CH:13]=[CH:12][C:11]=1[O:14][C:15]1[CH:20]=[CH:19][N:18]=[C:17]2[NH:21][C:22]([CH3:24])=[CH:23][C:16]=12. The yield is 0.340.